From a dataset of Forward reaction prediction with 1.9M reactions from USPTO patents (1976-2016). Predict the product of the given reaction. Given the reactants Cl.[Cl:2][C:3]1[N:8]=[CH:7][C:6]([C:9]2[C:10](=[O:16])[NH:11][C:12](=[O:15])[NH:13][CH:14]=2)=[CH:5][CH:4]=1.C([O-])([O-])=O.[K+].[K+].Br[CH2:24][CH2:25][CH:26]([O:29][CH3:30])[O:27][CH3:28], predict the reaction product. The product is: [Cl:2][C:3]1[N:8]=[CH:7][C:6]([C:9]2[C:10](=[O:16])[NH:11][C:12](=[O:15])[N:13]([CH2:24][CH2:25][CH:26]([O:29][CH3:30])[O:27][CH3:28])[CH:14]=2)=[CH:5][CH:4]=1.